The task is: Predict the reaction yield, written as a fraction of the theoretical maximum amount of product (1.0 means a 100% yield; for example, 0.34 means a 34% yield).. This data is from Reaction yield outcomes from USPTO patents with 853,638 reactions. (1) The reactants are [F:1][CH:2]([F:11])[C:3]([C:5]1[CH:10]=[CH:9][CH:8]=[CH:7][CH:6]=1)=[O:4].Br[C:13]1[CH:18]=[CH:17][CH:16]=[CH:15][C:14]=1[CH:19]([CH3:21])[CH3:20]. No catalyst specified. The product is [F:1][C:2]([F:11])([C:13]1[CH:18]=[CH:17][CH:16]=[CH:15][C:14]=1[CH:19]([CH3:21])[CH3:20])[C:3]([C:5]1[CH:6]=[CH:7][CH:8]=[CH:9][CH:10]=1)=[O:4]. The yield is 0.920. (2) The reactants are [CH3:1][C:2]1[N:6]([CH2:7][C:8]2[CH:13]=[CH:12][CH:11]=[C:10]([C:14]([F:17])([F:16])[F:15])[C:9]=2[CH3:18])[C:5]2[CH:19]=[C:20]([N:26]3[CH2:31][CH2:30][O:29][CH2:28][CH2:27]3)[CH:21]=[C:22]([C:23]([NH2:25])=O)[C:4]=2[N:3]=1.COC(OC)[N:35]([CH3:37])C.O.[NH2:41]N. The catalyst is C(O)(=O)C. The product is [CH3:1][C:2]1[N:6]([CH2:7][C:8]2[CH:13]=[CH:12][CH:11]=[C:10]([C:14]([F:15])([F:16])[F:17])[C:9]=2[CH3:18])[C:5]2[CH:19]=[C:20]([N:26]3[CH2:31][CH2:30][O:29][CH2:28][CH2:27]3)[CH:21]=[C:22]([C:23]3[N:35]=[CH:37][NH:41][N:25]=3)[C:4]=2[N:3]=1. The yield is 0.420.